This data is from Full USPTO retrosynthesis dataset with 1.9M reactions from patents (1976-2016). The task is: Predict the reactants needed to synthesize the given product. (1) Given the product [S:1]1[CH:5]=[CH:4][CH:3]=[C:2]1[S:6]([NH:9][C:10]1[CH:11]=[C:12]([CH:17]=[CH:18][CH:19]=1)[C:13]([OH:15])=[O:14])(=[O:8])=[O:7], predict the reactants needed to synthesize it. The reactants are: [S:1]1[CH:5]=[CH:4][CH:3]=[C:2]1[S:6]([NH:9][C:10]1[CH:11]=[C:12]([CH:17]=[CH:18][CH:19]=1)[C:13]([O:15]C)=[O:14])(=[O:8])=[O:7].FC1C=CC=CC=1COC1C=C(C=C([N+]([O-])=O)C=1)C(O)=O. (2) Given the product [F:31][C:28]1[CH:29]=[CH:30][C:25]([N:12]2[C:11]([CH2:10][CH2:9][CH2:8][CH2:7][C:6]([O:5][C:1]([CH3:3])([CH3:4])[CH3:2])=[O:32])=[CH:20][C:19]3[C:14](=[CH:15][CH:16]=[C:17]([C:21]([N:57]4[CH2:56][CH2:55][N:39]([C:37]5[CH:38]=[CH:33][C:34]([F:64])=[CH:35][CH:36]=5)[CH2:59][C@H:58]4[CH3:60])=[O:22])[CH:18]=3)[C:13]2=[O:24])=[CH:26][CH:27]=1, predict the reactants needed to synthesize it. The reactants are: [C:1]([O:5][C:6](=[O:32])[CH2:7][CH2:8][CH2:9][CH2:10][C:11]1[N:12]([C:25]2[CH:30]=[CH:29][C:28]([F:31])=[CH:27][CH:26]=2)[C:13](=[O:24])[C:14]2[C:19]([CH:20]=1)=[CH:18][C:17]([C:21](O)=[O:22])=[CH:16][CH:15]=2)([CH3:4])([CH3:3])[CH3:2].[CH:33]1[CH:34]=[CH:35][C:36]2N(O)N=[N:39][C:37]=2[CH:38]=1.O.CCN=C=NCCCN(C)C.[CH3:55][CH2:56][N:57](C(C)C)[CH:58]([CH3:60])[CH3:59].[F:64]C1C=CC(N2CCN[C@H](C)C2)=CC=1.C[C@@H]1CNCCN1C(OC(C)(C)C)=O.FC1C=CC(I)=CC=1.C(O)(C(F)(F)F)=O. (3) Given the product [CH3:1][C:2]1[N:3]([CH2:14][CH2:13][CH2:12][CH:11]=[CH2:10])/[C:4](=[N:8]/[C:25]([C:15]23[CH2:16][CH:17]4[CH2:18][CH:19]([CH2:20][CH:21]([CH2:23]4)[CH2:22]2)[CH2:24]3)=[O:27])/[S:5][C:6]=1[CH3:7], predict the reactants needed to synthesize it. The reactants are: [CH3:1][C:2]1[N:3]=[C:4]([NH2:8])[S:5][C:6]=1[CH3:7].Br[CH2:10][CH2:11][CH2:12][CH:13]=[CH2:14].[C:15]12([C:25]([OH:27])=O)[CH2:24][CH:19]3[CH2:20][CH:21]([CH2:23][CH:17]([CH2:18]3)[CH2:16]1)[CH2:22]2. (4) Given the product [C:19]([NH:18][C:10]1[O:11][C@H:12]([C:14]([F:15])([F:16])[F:17])[CH2:13][C@:8]([C:6]2[CH:7]=[C:2]([NH:1][C:38]([C:35]3[CH:34]=[N:33][C:32]([O:31][CH3:30])=[CH:37][N:36]=3)=[O:39])[CH:3]=[CH:4][C:5]=2[F:29])([CH2:27][F:28])[N:9]=1)(=[O:26])[C:20]1[CH:25]=[CH:24][CH:23]=[CH:22][CH:21]=1, predict the reactants needed to synthesize it. The reactants are: [NH2:1][C:2]1[CH:3]=[CH:4][C:5]([F:29])=[C:6]([C@:8]2([CH2:27][F:28])[CH2:13][C@@H:12]([C:14]([F:17])([F:16])[F:15])[O:11][C:10]([NH:18][C:19](=[O:26])[C:20]3[CH:25]=[CH:24][CH:23]=[CH:22][CH:21]=3)=[N:9]2)[CH:7]=1.[CH3:30][O:31][C:32]1[N:33]=[CH:34][C:35]([C:38](O)=[O:39])=[N:36][CH:37]=1.F[P-](F)(F)(F)(F)F.CN(C(N(C)C)=[N+]1C2C(=NC=CC=2)[N+]([O-])=N1)C.C(N(C(C)C)CC)(C)C. (5) Given the product [ClH:1].[CH2:20]([N:18]1[CH:19]=[C:15]([CH2:14][N:11]2[CH2:12][CH2:13][N:8]([C:3]3[C:2]([C:37]4[CH:38]=[CH:39][C:34]([CH2:33][NH:32][C:29](=[O:31])[CH3:30])=[CH:35][CH:36]=4)=[N:7][CH:6]=[CH:5][N:4]=3)[CH2:9][CH2:10]2)[C:16]([CH3:22])=[N:17]1)[CH3:21], predict the reactants needed to synthesize it. The reactants are: [Cl:1][C:2]1[C:3]([N:8]2[CH2:13][CH2:12][N:11]([CH2:14][C:15]3[C:16]([CH3:22])=[N:17][N:18]([CH2:20][CH3:21])[CH:19]=3)[CH2:10][CH2:9]2)=[N:4][CH:5]=[CH:6][N:7]=1.C(=O)([O-])[O-].[K+].[K+].[C:29]([NH:32][CH2:33][C:34]1[CH:39]=[CH:38][C:37](B(O)O)=[CH:36][CH:35]=1)(=[O:31])[CH3:30].[Cl-].[NH4+]. (6) Given the product [F:18][C:15]([F:16])([F:17])[C:8]1[CH:9]=[C:10]([C:11]([F:14])([F:12])[F:13])[N:6]([CH2:5][C:4]2[CH:19]=[CH:20][C:21]([NH2:22])=[C:2]([CH3:1])[CH:3]=2)[N:7]=1, predict the reactants needed to synthesize it. The reactants are: [CH3:1][C:2]1[CH:3]=[C:4]([CH:19]=[CH:20][C:21]=1[N+:22]([O-])=O)[CH2:5][N:6]1[C:10]([C:11]([F:14])([F:13])[F:12])=[CH:9][C:8]([C:15]([F:18])([F:17])[F:16])=[N:7]1.